This data is from Forward reaction prediction with 1.9M reactions from USPTO patents (1976-2016). The task is: Predict the product of the given reaction. (1) Given the reactants [F:1][C:2]([F:9])([F:8])[CH2:3][CH2:4][C:5](O)=[O:6].C(Cl)(=O)C([Cl:13])=O, predict the reaction product. The product is: [F:1][C:2]([F:9])([F:8])[CH2:3][CH2:4][C:5]([Cl:13])=[O:6]. (2) Given the reactants [C:1](Cl)(Cl)=[S:2].[Br:5][C:6]1[CH:13]=[CH:12][C:9]([CH2:10][NH2:11])=[CH:8][CH:7]=1.[OH-].[Na+], predict the reaction product. The product is: [Br:5][C:6]1[CH:13]=[CH:12][C:9]([CH2:10][N:11]=[C:1]=[S:2])=[CH:8][CH:7]=1. (3) Given the reactants COC(C1C=C(O)C2C(=C(OCC3C=CC=CC=3)C=CC=2)N=1)=O.C[O:25][C:26]([C:28]1[CH:37]=[C:36]([CH2:38][CH2:39][CH:40]([NH2:49])[C:41](=[O:48])[C:42]2[CH:47]=[CH:46][CH:45]=[CH:44][CH:43]=2)[C:35]2[C:30](=[C:31]([OH:50])[CH:32]=[CH:33][CH:34]=2)[N:29]=1)=[O:27], predict the reaction product. The product is: [C:41]([CH:40]([NH2:49])[CH2:39][CH2:38][C:36]1[C:35]2[C:30](=[C:31]([OH:50])[CH:32]=[CH:33][CH:34]=2)[N:29]=[C:28]([C:26]([OH:27])=[O:25])[CH:37]=1)(=[O:48])[C:42]1[CH:47]=[CH:46][CH:45]=[CH:44][CH:43]=1. (4) Given the reactants [H-].[H-].[H-].[H-].[Li+].[Al+3].[O:7]1[CH:12]([CH2:13][N:14]2[CH2:20][CH2:19][CH2:18][N:17]([C:21]3[CH:30]=[CH:29][CH:28]=[CH:27][C:22]=3[C:23](OC)=[O:24])[CH2:16][CH2:15]2)[CH2:11][O:10][C:9]2[CH:31]=[CH:32][CH:33]=[CH:34][C:8]1=2, predict the reaction product. The product is: [O:7]1[CH:12]([CH2:13][N:14]2[CH2:20][CH2:19][CH2:18][N:17]([C:21]3[CH:30]=[CH:29][CH:28]=[CH:27][C:22]=3[CH2:23][OH:24])[CH2:16][CH2:15]2)[CH2:11][O:10][C:9]2[CH:31]=[CH:32][CH:33]=[CH:34][C:8]1=2. (5) Given the reactants [Br:1][C:2]1[C:3](Cl)=[N:4][C:5]([Cl:8])=[N:6][CH:7]=1.[CH3:10][NH:11][C:12](=[O:20])[CH2:13][CH2:14][NH:15][CH2:16][CH:17]([CH3:19])[CH3:18].C(N(CC)CC)C, predict the reaction product. The product is: [Br:1][C:2]1[C:3]([N:15]([CH2:16][CH:17]([CH3:19])[CH3:18])[CH2:14][CH2:13][C:12]([NH:11][CH3:10])=[O:20])=[N:4][C:5]([Cl:8])=[N:6][CH:7]=1. (6) The product is: [Cl:6][C:7]1[CH:14]=[C:13]([NH:15][C@H:16]2[CH2:20][CH2:19][N:18]([S:2]([CH3:1])(=[O:4])=[O:3])[CH2:17]2)[CH:12]=[CH:11][C:8]=1[C:9]#[N:10]. Given the reactants [CH3:1][S:2](Cl)(=[O:4])=[O:3].[Cl:6][C:7]1[CH:14]=[C:13]([NH:15][C@H:16]2[CH2:20][CH2:19][NH:18][CH2:17]2)[CH:12]=[CH:11][C:8]=1[C:9]#[N:10], predict the reaction product. (7) Given the reactants [CH:1]([C:4]1[CH:5]=[C:6]([CH:9]=[C:10]([CH:14]([CH3:16])[CH3:15])[C:11]=1[O:12][CH3:13])[CH:7]=O)([CH3:3])[CH3:2].[CH3:17][S:18]([NH:21][C:22]1[CH:30]=[C:29]2[C:25]([CH2:26][C:27](=[O:31])[NH:28]2)=[CH:24][CH:23]=1)(=[O:20])=[O:19], predict the reaction product. The product is: [CH:1]([C:4]1[CH:5]=[C:6]([CH:9]=[C:10]([CH:14]([CH3:16])[CH3:15])[C:11]=1[O:12][CH3:13])[CH:7]=[C:26]1[C:25]2[C:29](=[CH:30][C:22]([NH:21][S:18]([CH3:17])(=[O:20])=[O:19])=[CH:23][CH:24]=2)[NH:28][C:27]1=[O:31])([CH3:3])[CH3:2]. (8) Given the reactants [Cl:1][C:2]1[CH:10]=[N:9][CH:8]=[C:7]([Cl:11])[C:3]=1[C:4]([NH2:6])=O, predict the reaction product. The product is: [Cl:1][C:2]1[CH:10]=[N:9][CH:8]=[C:7]([Cl:11])[C:3]=1[C:4]#[N:6]. (9) The product is: [Cl:14][C:13]1[CH:12]=[CH:11][CH:10]=[C:9]([Cl:15])[C:8]=1[CH2:7][CH2:3][C:1]#[N:2]. Given the reactants [C:1]([CH:3]([CH2:7][C:8]1[C:13]([Cl:14])=[CH:12][CH:11]=[CH:10][C:9]=1[Cl:15])C(O)=O)#[N:2].O, predict the reaction product. (10) Given the reactants [C:1]([O:5][C:6]([N:8]1[C:16]2[C:11](=[CH:12][CH:13]=[C:14]([C:17]([OH:19])=[O:18])[CH:15]=2)[CH2:10][CH2:9]1)=[O:7])([CH3:4])([CH3:3])[CH3:2].C(=O)([O-])[O-].[K+].[K+].[CH2:26](Br)[CH:27]=[CH2:28].[OH-].[Na+], predict the reaction product. The product is: [N:8]1([C:6]([O:5][C:1]([CH3:4])([CH3:2])[CH3:3])=[O:7])[C:16]2[C:11](=[CH:12][CH:13]=[C:14]([C:17]([O:19][CH2:28][CH:27]=[CH2:26])=[O:18])[CH:15]=2)[CH2:10][CH2:9]1.